The task is: Predict which catalyst facilitates the given reaction.. This data is from Catalyst prediction with 721,799 reactions and 888 catalyst types from USPTO. (1) Reactant: [Cl:1][C:2]1[C:3](=[O:13])[N:4]([CH3:12])[N:5]=[CH:6][C:7]=1[NH:8][CH2:9][CH2:10]Cl.[F:14][C:15]1[CH:29]=[CH:28][C:18]2[C:19]([CH:22]3[CH2:27][CH2:26][NH:25][CH2:24][CH2:23]3)=[N:20][O:21][C:17]=2[CH:16]=1.C(=O)([O-])[O-].[K+].[K+].[I-].[K+]. Product: [F:14][C:15]1[CH:29]=[CH:28][C:18]2[C:19]([CH:22]3[CH2:23][CH2:24][N:25]([CH2:10][CH2:9][NH:8][C:7]4[CH:6]=[N:5][N:4]([CH3:12])[C:3](=[O:13])[C:2]=4[Cl:1])[CH2:26][CH2:27]3)=[N:20][O:21][C:17]=2[CH:16]=1. The catalyst class is: 10. (2) Reactant: [NH2:1][C:2]1[CH:7]=[CH:6][C:5]([C:8]2[CH:13]=[CH:12][C:11]([C:14](=[O:25])[CH2:15][C:16]3([C:21]([O:23]C)=[O:22])[CH2:20][CH2:19][CH2:18][CH2:17]3)=[CH:10][CH:9]=2)=[CH:4][CH:3]=1.[Cl:26][C:27]1[CH:32]=[CH:31][CH:30]=[CH:29][C:28]=1[N:33]=[C:34]=[O:35].[OH-].[Na+]. Product: [Cl:26][C:27]1[CH:32]=[CH:31][CH:30]=[CH:29][C:28]=1[NH:33][C:34]([NH:1][C:2]1[CH:7]=[CH:6][C:5]([C:8]2[CH:9]=[CH:10][C:11]([C:14](=[O:25])[CH2:15][C:16]3([C:21]([OH:23])=[O:22])[CH2:17][CH2:18][CH2:19][CH2:20]3)=[CH:12][CH:13]=2)=[CH:4][CH:3]=1)=[O:35]. The catalyst class is: 68. (3) The catalyst class is: 34. Product: [CH3:45][C:3]1([CH3:46])[C:2](=[O:1])[CH2:7][CH2:6][CH:5]([O:8][C:9]2[CH:14]=[CH:13][C:12]([N:15]3[C:20](=[O:21])[C:19]([CH2:22][C:23]4[CH:28]=[CH:27][C:26]([C:29]5[CH:34]=[CH:33][CH:32]=[CH:31][C:30]=5[C:35]5[NH:39][C:38](=[O:40])[O:37][N:36]=5)=[CH:25][CH:24]=4)=[C:18]([CH2:41][CH2:42][CH3:43])[N:17]=[C:16]3[CH3:44])=[CH:11][CH:10]=2)[CH2:4]1. Reactant: [OH:1][CH:2]1[CH2:7][CH2:6][CH:5]([O:8][C:9]2[CH:14]=[CH:13][C:12]([N:15]3[C:20](=[O:21])[C:19]([CH2:22][C:23]4[CH:28]=[CH:27][C:26]([C:29]5[CH:34]=[CH:33][CH:32]=[CH:31][C:30]=5[C:35]5[NH:39][C:38](=[O:40])[O:37][N:36]=5)=[CH:25][CH:24]=4)=[C:18]([CH2:41][CH2:42][CH3:43])[N:17]=[C:16]3[CH3:44])=[CH:11][CH:10]=2)[CH2:4][C:3]1([CH3:46])[CH3:45].CC(OI1(OC(C)=O)(OC(C)=O)OC(=O)C2C1=CC=CC=2)=O.C(OCC)(=O)C.S([O-])([O-])(=O)=S.[Na+].[Na+].